From a dataset of Full USPTO retrosynthesis dataset with 1.9M reactions from patents (1976-2016). Predict the reactants needed to synthesize the given product. (1) Given the product [Cl:11][C:12]1[CH:13]=[C:14]([CH:19]=[C:20]([S:24]([CH3:23])(=[O:26])=[O:25])[CH:21]=1)[C:15]([O:17][CH3:18])=[O:16], predict the reactants needed to synthesize it. The reactants are: N1CCC[C@H]1C(O)=O.[H-].[Na+].[Cl:11][C:12]1[CH:13]=[C:14]([CH:19]=[C:20](I)[CH:21]=1)[C:15]([O:17][CH3:18])=[O:16].[CH3:23][S:24]([O-:26])=[O:25].[Na+].C([O-])(O)=O.[Na+]. (2) Given the product [F:31][C:22]1[CH:21]=[C:20]([C@:10]2([NH:9][C:7]([C:5]3[O:6][CH:2]=[CH:3][CH:4]=3)=[O:8])[C:15]3=[N:16][CH:17]=[CH:18][CH:19]=[C:14]3[O:13][CH2:12][CH2:11]2)[CH:25]=[CH:24][C:23]=1[O:26][C:27]([F:30])([F:28])[F:29], predict the reactants needed to synthesize it. The reactants are: Br[C:2]1[O:6][C:5]([C:7]([NH:9][C@@:10]2([C:20]3[CH:25]=[CH:24][C:23]([O:26][C:27]([F:30])([F:29])[F:28])=[C:22]([F:31])[CH:21]=3)[C:15]3=[N:16][CH:17]=[CH:18][CH:19]=[C:14]3[O:13][CH2:12][CH2:11]2)=[O:8])=[CH:4][CH:3]=1.C([O-])([O-])=O.[K+].[K+].CC1(C)C2C=CC=C(P(C3C=CC=CC=3)C3C=CC=CC=3)C=2OC2C1=CC=CC=2P(C1C=CC=CC=1)C1C=CC=CC=1.N#N.O. (3) Given the product [F:7][C:8]1[CH:15]=[CH:14][C:11]([C:12]2[N:5]=[C:4]([NH:3][CH3:2])[NH:6][CH:18]([CH:17]([CH3:26])[CH3:16])[C:19]=2[C:20]([O:22][CH2:23][CH3:24])=[O:21])=[CH:10][CH:9]=1, predict the reactants needed to synthesize it. The reactants are: Cl.[CH3:2][NH:3][C:4]([NH2:6])=[NH:5].[F:7][C:8]1[CH:15]=[CH:14][C:11]([CH:12]=O)=[CH:10][CH:9]=1.[CH3:16][CH:17]([CH3:26])[C:18](=O)[CH2:19][C:20]([O:22][CH2:23][CH3:24])=[O:21].C(=O)([O-])[O-].[Na+].[Na+].